From a dataset of Reaction yield outcomes from USPTO patents with 853,638 reactions. Predict the reaction yield, written as a fraction of the theoretical maximum amount of product (1.0 means a 100% yield; for example, 0.34 means a 34% yield). (1) The reactants are [CH:1]([C:4]1[CH:12]=[CH:11][C:7]([CH2:8]CN)=[CH:6][CH:5]=1)([CH3:3])[CH3:2].[CH3:13][NH:14]CC1C=CC2C(=CC=CC=2)C=1CCC.Cl.[O:30]=[C:31]1[NH:40][C:39]2[N:38]=[CH:37][C:36](/[CH:41]=[CH:42]/[C:43]([OH:45])=O)=[CH:35][C:34]=2[CH2:33][CH2:32]1.Cl.CN1CC2C=C(/C=C/C(O)=O)C=NC=2NC(=O)C1. No catalyst specified. The product is [CH:1]([C:4]1[CH:5]=[CH:6][C:7]([CH2:8][N:14]([CH3:13])[C:43](=[O:45])/[CH:42]=[CH:41]/[C:36]2[CH:37]=[N:38][C:39]3[NH:40][C:31](=[O:30])[CH2:32][CH2:33][C:34]=3[CH:35]=2)=[CH:11][CH:12]=1)([CH3:2])[CH3:3]. The yield is 0.610. (2) The reactants are COC1C=C(OC)C=CC=1C[N:6]([C:32]1[CH:37]=[CH:36][N:35]=[CH:34][N:33]=1)[S:7]([C:10]1[CH:15]=[C:14]([F:16])[C:13]([O:17][C@H:18]2[CH2:23][CH2:22][CH2:21][CH2:20][C@@H:19]2[C:24]2[N:28]([CH2:29][CH3:30])[N:27]=[CH:26][CH:25]=2)=[CH:12][C:11]=1[F:31])(=[O:9])=[O:8].C([SiH](CC)CC)C.FC(F)(F)C(O)=O. The catalyst is ClCCl. The product is [CH2:29]([N:28]1[C:24]([C@H:19]2[CH2:20][CH2:21][CH2:22][CH2:23][C@@H:18]2[O:17][C:13]2[C:14]([F:16])=[CH:15][C:10]([S:7]([NH:6][C:32]3[CH:37]=[CH:36][N:35]=[CH:34][N:33]=3)(=[O:8])=[O:9])=[C:11]([F:31])[CH:12]=2)=[CH:25][CH:26]=[N:27]1)[CH3:30]. The yield is 0.960. (3) The reactants are [ClH:1].[F:2][C:3]([F:28])([F:27])[C:4]1[CH:5]=[C:6]([C:10]2[N:15]=[CH:14][C:13]([C@@H:16]3[CH2:18][C@H:17]3[NH:19]C(=O)OC(C)(C)C)=[CH:12][CH:11]=2)[CH:7]=[CH:8][CH:9]=1. The catalyst is C(OCC)C. The product is [ClH:1].[ClH:1].[F:28][C:3]([F:2])([F:27])[C:4]1[CH:5]=[C:6]([C:10]2[N:15]=[CH:14][C:13]([C@@H:16]3[CH2:18][C@H:17]3[NH2:19])=[CH:12][CH:11]=2)[CH:7]=[CH:8][CH:9]=1. The yield is 0.862. (4) The reactants are [Cl:1][C:2]1[CH:10]=[CH:9][C:5]([C:6](O)=[O:7])=[CH:4][N:3]=1.CN1CCOCC1.ClC(OCC(C)C)=O.Cl.[CH3:27][O:28][NH:29][CH3:30].C([O-])(O)=O.[Na+]. The catalyst is ClCCl. The product is [Cl:1][C:2]1[CH:10]=[CH:9][C:5]([C:6]([N:29]([O:28][CH3:27])[CH3:30])=[O:7])=[CH:4][N:3]=1. The yield is 0.466. (5) The reactants are [Cl:1][C:2]1[CH:7]=[CH:6][C:5]([N:8]2[CH2:13][CH2:12][NH:11][CH2:10][C@@H:9]2[CH3:14])=[CH:4][CH:3]=1.N1C(C)=CC=CC=1C.[I-].[K+].Br[CH2:26][CH2:27][CH:28]=[C:29]1[C:35]2[CH:36]=[CH:37][CH:38]=[N:39][C:34]=2[CH2:33][O:32][C:31]2[CH:40]=[CH:41][C:42]([C:44]([OH:47])([CH3:46])[CH3:45])=[CH:43][C:30]1=2. The catalyst is C(O)(C)C. The product is [Cl:1][C:2]1[CH:3]=[CH:4][C:5]([N:8]2[CH2:13][CH2:12][N:11]([CH2:26][CH2:27][CH:28]=[C:29]3[C:35]4[CH:36]=[CH:37][CH:38]=[N:39][C:34]=4[CH2:33][O:32][C:31]4[CH:40]=[CH:41][C:42]([C:44]([OH:47])([CH3:46])[CH3:45])=[CH:43][C:30]3=4)[CH2:10][C@@H:9]2[CH3:14])=[CH:6][CH:7]=1. The yield is 0.180. (6) The reactants are [CH3:1][O:2][C:3]1[CH:8]=[CH:7][C:6](B(O)O)=[CH:5][CH:4]=1.C([O-])([O-])=O.[Na+].[Na+].Br[C:19]1[C:27]2[O:26][CH:25]=[CH:24][C:23]=2[CH:22]=[C:21]([CH3:28])[CH:20]=1.COCCOC. The catalyst is C1C=CC([P]([Pd]([P](C2C=CC=CC=2)(C2C=CC=CC=2)C2C=CC=CC=2)([P](C2C=CC=CC=2)(C2C=CC=CC=2)C2C=CC=CC=2)[P](C2C=CC=CC=2)(C2C=CC=CC=2)C2C=CC=CC=2)(C2C=CC=CC=2)C2C=CC=CC=2)=CC=1.CCOCC. The product is [CH3:1][O:2][C:3]1[CH:8]=[CH:7][C:6]([C:19]2[C:27]3[O:26][CH:25]=[CH:24][C:23]=3[CH:22]=[C:21]([CH3:28])[CH:20]=2)=[CH:5][CH:4]=1. The yield is 0.910. (7) The reactants are Cl[C:2]1[O:3][C:4]([CH2:14][CH2:15][CH2:16][O:17][C:18]2[CH:23]=[CH:22][CH:21]=[CH:20][C:19]=2[CH3:24])=[C:5]([C:7]2[CH:12]=[CH:11][C:10]([Cl:13])=[CH:9][CH:8]=2)[N:6]=1.[NH:25]1[CH:29]=[CH:28][N:27]=[CH:26]1.C(=O)([O-])[O-].[K+].[K+].CN(C)C=O. The yield is 0.610. The product is [Cl:13][C:10]1[CH:11]=[CH:12][C:7]([C:5]2[N:6]=[C:2]([N:25]3[CH:29]=[CH:28][N:27]=[CH:26]3)[O:3][C:4]=2[CH2:14][CH2:15][CH2:16][O:17][C:18]2[CH:23]=[CH:22][CH:21]=[CH:20][C:19]=2[CH3:24])=[CH:8][CH:9]=1. The catalyst is O. (8) The reactants are [OH:1][C:2]1[CH:3]=[C:4]2[C:9](=[CH:10][CH:11]=1)[N:8]=[C:7]([C:12]1[CH:21]=[CH:20][C:15]([C:16]([NH:18][NH2:19])=[O:17])=[CH:14][CH:13]=1)[CH:6]=[CH:5]2.C1N=CN([C:27](N2C=NC=C2)=[O:28])C=1.CCOC(C)=O. The catalyst is C(Cl)Cl. The product is [OH:1][C:2]1[CH:3]=[C:4]2[C:9](=[CH:10][CH:11]=1)[N:8]=[C:7]([C:12]1[CH:13]=[CH:14][C:15]([C:16]3[O:17][C:27](=[O:28])[NH:19][N:18]=3)=[CH:20][CH:21]=1)[CH:6]=[CH:5]2. The yield is 0.110. (9) The reactants are [CH2:1]([N:3]1[C:12]2[C:7](=[CH:8][C:9]([C:13]([OH:15])=O)=[CH:10][CH:11]=2)[C:6](=[O:16])[N:5]([CH2:17][CH3:18])[C:4]1=[O:19])[CH3:2].[NH2:20][CH2:21][CH:22]([CH:36]([CH3:38])[CH3:37])[CH2:23][C:24]([NH:26][C:27]1[CH:32]=[CH:31][C:30]([C:33]#[N:34])=[C:29]([Cl:35])[CH:28]=1)=[O:25].CN(C(ON1N=NC2C=CC=NC1=2)=[N+](C)C)C.F[P-](F)(F)(F)(F)F. The catalyst is CN(C=O)C.[Cl-].[Na+].O. The product is [Cl:35][C:29]1[CH:28]=[C:27]([NH:26][C:24](=[O:25])[CH2:23][CH:22]([CH:36]([CH3:37])[CH3:38])[CH2:21][NH:20][C:13]([C:9]2[CH:8]=[C:7]3[C:12](=[CH:11][CH:10]=2)[N:3]([CH2:1][CH3:2])[C:4](=[O:19])[N:5]([CH2:17][CH3:18])[C:6]3=[O:16])=[O:15])[CH:32]=[CH:31][C:30]=1[C:33]#[N:34]. The yield is 0.286. (10) The reactants are [CH3:1][O:2][C:3]1[CH:8]=[CH:7][C:6]([C:9]2[C:10]3[O:17][C:16]([CH:18]=O)=[CH:15][C:11]=3[CH:12]=[N:13][CH:14]=2)=[CH:5][CH:4]=1.[OH:20][CH2:21][CH2:22][N:23]1[C:27](=[O:28])[CH2:26][S:25][C:24]1=[O:29].NCCC(O)=O.O. The catalyst is C(O)(=O)C. The product is [OH:20][CH2:21][CH2:22][N:23]1[C:27](=[O:28])/[C:26](=[CH:18]/[C:16]2[O:17][C:10]3[C:9]([C:6]4[CH:5]=[CH:4][C:3]([O:2][CH3:1])=[CH:8][CH:7]=4)=[CH:14][N:13]=[CH:12][C:11]=3[CH:15]=2)/[S:25][C:24]1=[O:29]. The yield is 0.300.